Dataset: Full USPTO retrosynthesis dataset with 1.9M reactions from patents (1976-2016). Task: Predict the reactants needed to synthesize the given product. (1) Given the product [C:1]([C:4]1[CH:5]=[C:6]2[C:11](=[CH:12][CH:13]=1)[C:9](=[O:10])[O:8][CH2:7]2)#[N:17], predict the reactants needed to synthesize it. The reactants are: [C:1]([C:4]1[CH:5]=[C:6]2[C:11](=[CH:12][CH:13]=1)[C:9](=[O:10])[O:8][CH2:7]2)(O)=O.S(N)([NH2:17])(=O)=O.S(Cl)(Cl)=O.O. (2) Given the product [Cl:1][C:2]1[CH:11]=[CH:10][C:5]([C:6]([O:8][CH3:9])=[O:7])=[C:4]([O:14][CH3:13])[N:3]=1, predict the reactants needed to synthesize it. The reactants are: [Cl:1][C:2]1[CH:11]=[CH:10][C:5]([C:6]([O:8][CH3:9])=[O:7])=[C:4](F)[N:3]=1.[CH3:13][O-:14].[Na+].CO. (3) Given the product [C:1]([O:5][C:6]([NH:8][CH:9]([C:14]1[CH:19]=[CH:18][C:17]([O:20][CH3:21])=[C:16]([O:22][CH2:23][CH3:24])[CH:15]=1)[CH2:10][CH:11]([OH:13])[CH3:12])=[O:7])([CH3:3])([CH3:4])[CH3:2], predict the reactants needed to synthesize it. The reactants are: [C:1]([O:5][C:6]([NH:8][CH:9]([C:14]1[CH:19]=[CH:18][C:17]([O:20][CH3:21])=[C:16]([O:22][CH2:23][CH3:24])[CH:15]=1)[CH2:10][C:11](=[O:13])[CH3:12])=[O:7])([CH3:4])([CH3:3])[CH3:2].[BH4-].[Na+]. (4) Given the product [F:30][CH:2]([F:1])[O:3][C:4]1[CH:5]=[C:6]([NH:10][C:11]2[C:20]3[C:15](=[CH:16][CH:17]=[C:18]([NH2:21])[CH:19]=3)[N:14]=[C:13]([C:24]3[CH:29]=[N:28][CH:27]=[CH:26][N:25]=3)[N:12]=2)[CH:7]=[CH:8][CH:9]=1, predict the reactants needed to synthesize it. The reactants are: [F:1][CH:2]([F:30])[O:3][C:4]1[CH:5]=[C:6]([NH:10][C:11]2[C:20]3[C:15](=[CH:16][CH:17]=[C:18]([N+:21]([O-])=O)[CH:19]=3)[N:14]=[C:13]([C:24]3[CH:29]=[N:28][CH:27]=[CH:26][N:25]=3)[N:12]=2)[CH:7]=[CH:8][CH:9]=1.[NH4+].[Cl-]. (5) Given the product [CH3:1][N:2]1[C:6]([C:7]([Cl:13])=[O:9])=[CH:5][CH:4]=[N:3]1, predict the reactants needed to synthesize it. The reactants are: [CH3:1][N:2]1[C:6]([C:7]([OH:9])=O)=[CH:5][CH:4]=[N:3]1.C(Cl)(=O)C([Cl:13])=O.CN(C=O)C. (6) The reactants are: Cl[C:2]1[N:7]=[N:6][C:5]([N:8]2[CH2:13][CH2:12][CH2:11][CH:10]([CH2:14][OH:15])[CH2:9]2)=[CH:4][CH:3]=1.[C:16]([O-:19])(=[O:18])[CH3:17].[K+]. Given the product [C:16]([O:19][C:2]1[N:7]=[N:6][C:5]([N:8]2[CH2:13][CH2:12][CH2:11][CH:10]([CH2:14][OH:15])[CH2:9]2)=[CH:4][CH:3]=1)(=[O:18])[CH3:17], predict the reactants needed to synthesize it. (7) Given the product [F:9][C:10]1[CH:15]=[CH:14][CH:13]=[C:12]([O:6][CH2:1][C:2]([CH3:5])([CH3:4])[CH3:3])[N:11]=1, predict the reactants needed to synthesize it. The reactants are: [CH2:1]([OH:6])[C:2]([CH3:5])([CH3:4])[CH3:3].[H-].[Na+].[F:9][C:10]1[CH:15]=[CH:14][CH:13]=[C:12](F)[N:11]=1. (8) Given the product [F:16][C:17]1[CH:24]=[CH:23][CH:22]=[CH:21][C:18]=1[CH2:19][O:1][C:2]1[CH:3]=[CH:4][C:5]([O:6][CH:7]([CH2:12][CH3:13])[C:8]([NH:10][CH3:11])=[O:9])=[CH:14][CH:15]=1, predict the reactants needed to synthesize it. The reactants are: [OH:1][C:2]1[CH:15]=[CH:14][C:5]([O:6][CH:7]([CH2:12][CH3:13])[C:8]([NH:10][CH3:11])=[O:9])=[CH:4][CH:3]=1.[F:16][C:17]1[CH:24]=[CH:23][CH:22]=[CH:21][C:18]=1[CH2:19]Br.C(=O)([O-])[O-].[K+].[K+]. (9) The reactants are: [OH:1][C:2]1[CH:7]=[C:6]([O:8][CH3:9])[CH:5]=[CH:4][C:3]=1[C:10](=[O:13])[CH2:11][CH3:12].C(=O)([O-])[O-].[K+].[K+].Br[CH2:21][CH2:22][O:23][CH3:24]. Given the product [CH3:9][O:8][C:6]1[CH:5]=[CH:4][C:3]([C:10](=[O:13])[CH2:11][CH3:12])=[C:2]([O:1][CH2:21][CH2:22][O:23][CH3:24])[CH:7]=1, predict the reactants needed to synthesize it.